From a dataset of Merck oncology drug combination screen with 23,052 pairs across 39 cell lines. Regression. Given two drug SMILES strings and cell line genomic features, predict the synergy score measuring deviation from expected non-interaction effect. (1) Drug 1: CCC1=CC2CN(C1)Cc1c([nH]c3ccccc13)C(C(=O)OC)(c1cc3c(cc1OC)N(C)C1C(O)(C(=O)OC)C(OC(C)=O)C4(CC)C=CCN5CCC31C54)C2. Drug 2: CNC(=O)c1cc(Oc2ccc(NC(=O)Nc3ccc(Cl)c(C(F)(F)F)c3)cc2)ccn1. Cell line: EFM192B. Synergy scores: synergy=-9.76. (2) Drug 1: C#Cc1cccc(Nc2ncnc3cc(OCCOC)c(OCCOC)cc23)c1. Drug 2: Cn1c(=O)n(-c2ccc(C(C)(C)C#N)cc2)c2c3cc(-c4cnc5ccccc5c4)ccc3ncc21. Cell line: RKO. Synergy scores: synergy=12.9. (3) Drug 1: Cn1nnc2c(C(N)=O)ncn2c1=O. Drug 2: CCc1c2c(nc3ccc(O)cc13)-c1cc3c(c(=O)n1C2)COC(=O)C3(O)CC. Cell line: A2780. Synergy scores: synergy=3.41.